The task is: Predict the reactants needed to synthesize the given product.. This data is from Full USPTO retrosynthesis dataset with 1.9M reactions from patents (1976-2016). (1) Given the product [CH3:9][O:8][C:1](=[O:7])[CH2:2][CH2:3][C:4]([O:5][CH3:19])([O:12][CH3:11])[CH3:6], predict the reactants needed to synthesize it. The reactants are: [C:1]([O:8][CH2:9]C)(=[O:7])[CH2:2][CH2:3][C:4]([CH3:6])=[O:5].[CH:11](OC)(OC)[O:12]C.O.[C:19]1(C)C=CC(S(O)(=O)=O)=CC=1. (2) Given the product [CH2:4]([S:6][CH:7]=[CH:8][C:9](=[N:17][C:18]1[CH:19]=[CH:20][CH:21]=[CH:22][CH:23]=1)[O:10][C:11]1[CH:12]=[CH:13][CH:14]=[CH:15][CH:16]=1)[CH3:5], predict the reactants needed to synthesize it. The reactants are: C(S)C.[CH2:4]([S:6][CH:7]=[CH:8][C:9](=[N:17][C:18]1[CH:23]=[CH:22][CH:21]=[CH:20][CH:19]=1)[O:10][C:11]1[CH:16]=[CH:15][CH:14]=[CH:13][CH:12]=1)[CH3:5].CN(C=O)C.[H-].[Na+].O(C=CC(=NC1C=CC=CC=1)OC1C=CC=CC=1)C1C=CC=CC=1. (3) Given the product [NH2:1][C:4]1[CH:9]=[CH:8][C:7]([NH:10][C:11]([NH:13][C:14]2[CH:15]=[C:16]3[C:20](=[CH:21][CH:22]=2)[N:19]([CH2:23][CH2:24][N:25]2[CH2:26][CH2:27][CH2:28][CH2:29]2)[N:18]=[CH:17]3)=[O:12])=[CH:6][CH:5]=1, predict the reactants needed to synthesize it. The reactants are: [N+:1]([C:4]1[CH:9]=[CH:8][C:7]([NH:10][C:11]([NH:13][C:14]2[CH:15]=[C:16]3[C:20](=[CH:21][CH:22]=2)[N:19]([CH2:23][CH2:24][N:25]2[CH2:29][CH2:28][CH2:27][CH2:26]2)[N:18]=[CH:17]3)=[O:12])=[CH:6][CH:5]=1)([O-])=O.[Cl-].[NH4+]. (4) Given the product [CH2:12]([O:14][C:15](=[O:25])[CH2:16][C:17]1[N:9]([CH3:11])[C:6]2[C:7]([C:18]=1[S:19][C:20]([CH3:23])([CH3:22])[CH3:21])=[CH:8][C:3]([O:2][CH3:1])=[CH:4][CH:5]=2)[CH3:13], predict the reactants needed to synthesize it. The reactants are: [CH3:1][O:2][C:3]1[CH:8]=[CH:7][C:6]([N:9]([CH3:11])N)=[CH:5][CH:4]=1.[CH2:12]([O:14][C:15](=[O:25])[CH2:16][C:17](=O)[CH2:18][S:19][C:20]([CH3:23])([CH3:22])[CH3:21])[CH3:13]. (5) Given the product [F:19][CH2:20][C:21]([NH:2][CH2:3][CH:4]([C:7]1[C:16]2[C:11](=[CH:12][CH:13]=[C:14]([O:17][CH3:18])[CH:15]=2)[CH:10]=[CH:9][CH:8]=1)[CH2:5][OH:6])=[O:22], predict the reactants needed to synthesize it. The reactants are: Cl.[NH2:2][CH2:3][CH:4]([C:7]1[C:16]2[C:11](=[CH:12][CH:13]=[C:14]([O:17][CH3:18])[CH:15]=2)[CH:10]=[CH:9][CH:8]=1)[CH2:5][OH:6].[F:19][CH2:20][C:21](OCC)=[O:22].[OH-].[Na+].Cl. (6) Given the product [Br:1][C:2]1[N:7]=[C:6]([NH:8][CH2:12][CH:13]2[CH2:15][O:14]2)[CH:5]=[CH:4][CH:3]=1, predict the reactants needed to synthesize it. The reactants are: [Br:1][C:2]1[N:7]=[C:6]([NH2:8])[CH:5]=[CH:4][CH:3]=1.[H-].[Na+].Br[CH2:12][CH:13]1[CH2:15][O:14]1. (7) Given the product [Br:27][CH2:28][CH2:29][CH2:30][CH2:31][C:32]([NH:14][C:11]1[CH:10]=[C:9]([C:6]2[CH:5]=[CH:4][C:3]([O:2][CH3:1])=[CH:8][CH:7]=2)[NH:13][N:12]=1)=[O:33], predict the reactants needed to synthesize it. The reactants are: [CH3:1][O:2][C:3]1[CH:8]=[CH:7][C:6]([C:9]2[NH:13][N:12]=[C:11]([NH2:14])[CH:10]=2)=[CH:5][CH:4]=1.C(N(C(C)C)CC)(C)C.C(#N)C.[Br:27][CH2:28][CH2:29][CH2:30][CH2:31][C:32](Cl)=[O:33].